Dataset: Forward reaction prediction with 1.9M reactions from USPTO patents (1976-2016). Task: Predict the product of the given reaction. (1) The product is: [F:8][C:7]([F:9])([F:10])[C:6]([N:14]1[CH:18]=[CH:17][N:16]([C:6](=[O:11])[C:7]([F:10])([F:8])[F:9])[CH:15]1[C:35]1[CH:36]=[CH:37][C:38]2[N:25]([C:19]3[CH:20]=[CH:21][CH:22]=[CH:23][CH:24]=3)[C:26]3[C:31]([S:32][C:33]=2[CH:34]=1)=[CH:30][C:29]([CH:15]1[N:14]([C:6](=[O:11])[C:7]([F:10])([F:9])[F:8])[CH:18]=[CH:17][N:16]1[C:6](=[O:11])[C:7]([F:8])([F:9])[F:10])=[CH:28][CH:27]=3)=[O:11]. Given the reactants [F:8][C:7]([F:10])([F:9])[C:6](O[C:6](=[O:11])[C:7]([F:10])([F:9])[F:8])=[O:11].[NH:14]1[CH:18]=[CH:17][N:16]=[CH:15]1.[C:19]1([N:25]2[C:38]3[CH:37]=[CH:36][CH:35]=[CH:34][C:33]=3[S:32][C:31]3[C:26]2=[CH:27][CH:28]=[CH:29][CH:30]=3)[CH:24]=[CH:23][CH:22]=[CH:21][CH:20]=1, predict the reaction product. (2) Given the reactants [CH2:1]([O:8][C:9]([N:11]([CH2:32][C:33]([N:35]1[CH2:39][C@@H:38]([F:40])[CH2:37][C@H:36]1[C:41]#[N:42])=[O:34])[C:12]12[CH2:19][CH2:18][C:15]([C:20]([O:22]N3C4C=CC=CC=4N=N3)=O)([CH2:16][CH2:17]1)[CH2:14][CH2:13]2)=[O:10])[C:2]1[CH:7]=[CH:6][CH:5]=[CH:4][CH:3]=1.[CH2:43]([NH2:51])[CH2:44][CH2:45][CH2:46][CH2:47][CH2:48][CH2:49][CH3:50], predict the reaction product. The product is: [CH2:1]([O:8][C:9]([N:11]([CH2:32][C:33]([N:35]1[CH2:39][C@@H:38]([F:40])[CH2:37][C@H:36]1[C:41]#[N:42])=[O:34])[C:12]12[CH2:13][CH2:14][C:15]([C:20]([NH:51][CH2:43][CH2:44][CH2:45][CH2:46][CH2:47][CH2:48][CH2:49][CH3:50])=[O:22])([CH2:16][CH2:17]1)[CH2:18][CH2:19]2)=[O:10])[C:2]1[CH:3]=[CH:4][CH:5]=[CH:6][CH:7]=1. (3) The product is: [NH2:66][C@H:67]1[CH2:71][CH2:70][N:69]([CH2:72][C:73]2[CH:78]=[CH:77][C:76]([C:79]([NH:80][CH2:81][C:82]3[CH:87]=[C:86]([Cl:88])[CH:85]=[CH:84][C:83]=3[S:89]([CH2:92][CH3:93])(=[O:91])=[O:90])=[O:94])=[CH:75][C:74]=2[C:95]([F:97])([F:98])[F:96])[CH2:68]1. Given the reactants C(OC(=O)C1C=CC(CBr)=C(C(F)(F)F)C=1)C.C(OC(=O)N[C@H]1CCNC1)(C)(C)C.C(OC(=O)C1C=CC(CN2CC[C@@H](NC(OC(C)(C)C)=O)C2)=C(C(F)(F)F)C=1)C.C(OC(=O)[NH:66][C@@H:67]1[CH2:71][CH2:70][N:69]([CH2:72][C:73]2[CH:78]=[CH:77][C:76]([C:79](=[O:94])[NH:80][CH2:81][C:82]3[CH:87]=[C:86]([Cl:88])[CH:85]=[CH:84][C:83]=3[S:89]([CH2:92][CH3:93])(=[O:91])=[O:90])=[CH:75][C:74]=2[C:95]([F:98])([F:97])[F:96])[CH2:68]1)(C)(C)C.[OH-].[K+], predict the reaction product. (4) Given the reactants [Br:1][C:2]1[CH:10]=[CH:9][C:5]([C:6]([OH:8])=O)=[CH:4][C:3]=1[O:11][CH3:12].Cl.[OH:14][CH:15]1[CH2:18][NH:17][CH2:16]1, predict the reaction product. The product is: [Br:1][C:2]1[CH:10]=[CH:9][C:5]([C:6]([N:17]2[CH2:18][CH:15]([OH:14])[CH2:16]2)=[O:8])=[CH:4][C:3]=1[O:11][CH3:12]. (5) Given the reactants Br[C:2]1[N:7]=[N:6][C:5]([NH2:8])=[N:4][C:3]=1[C:9]1[CH:14]=[CH:13][CH:12]=[CH:11][CH:10]=1.[F:15][C:16]1[CH:17]=[C:18]([OH:22])[CH:19]=[CH:20][CH:21]=1, predict the reaction product. The product is: [F:15][C:16]1[CH:17]=[C:18]([CH:19]=[CH:20][CH:21]=1)[O:22][C:2]1[N:7]=[N:6][C:5]([NH2:8])=[N:4][C:3]=1[C:9]1[CH:14]=[CH:13][CH:12]=[CH:11][CH:10]=1. (6) Given the reactants C(O[C:4](=[O:17])[C:5]([CH3:16])([CH:11]1[CH2:15][CH2:14][CH2:13][NH:12]1)[CH2:6][CH2:7][CH:8]([CH3:10])[CH3:9])C.[CH3:18][S:19]([NH:22][C:23]1[CH:38]=[CH:37][C:26]2[NH:27][C:28]([CH2:33][C:34](O)=[O:35])=[N:29][S:30](=[O:32])(=[O:31])[C:25]=2[CH:24]=1)(=[O:21])=[O:20].Cl.CN(C)CCCN=C=NCC.CN1CCOCC1.[H-].[Na+].Cl, predict the reaction product. The product is: [OH:17][C:4]1[C:5]([CH3:16])([CH2:6][CH2:7][CH:8]([CH3:9])[CH3:10])[CH:11]2[N:12]([CH2:13][CH2:14][CH2:15]2)[C:34](=[O:35])[C:33]=1[C:28]1[NH:27][C:26]2[CH:37]=[CH:38][C:23]([NH:22][S:19]([CH3:18])(=[O:21])=[O:20])=[CH:24][C:25]=2[S:30](=[O:32])(=[O:31])[N:29]=1.